Dataset: Reaction yield outcomes from USPTO patents with 853,638 reactions. Task: Predict the reaction yield, written as a fraction of the theoretical maximum amount of product (1.0 means a 100% yield; for example, 0.34 means a 34% yield). (1) The reactants are [CH3:1][C:2]1[C:16](=[O:17])[N:15]=[C:14]2[N:4]([C@@H:5]3[O:9][C@H:8]([CH2:10][OH:11])[C@@H:7]([OH:12])[C@@H:6]3[O:13]2)[CH:3]=1.[CH3:18][O:19][CH2:20][CH2:21][O:22]B([O:22][CH2:21][CH2:20][O:19][CH3:18])[O:22][CH2:21][CH2:20][O:19][CH3:18]. The catalyst is COCCO. The product is [CH3:18][O:19][CH2:20][CH2:21][O:22][C@@H:6]1[C@H:7]([OH:12])[C@@H:8]([CH2:10][OH:11])[O:9][C@H:5]1[N:4]1[CH:3]=[C:2]([CH3:1])[C:16](=[O:17])[NH:15][C:14]1=[O:13]. The yield is 0.630. (2) The reactants are [Cl:1][C:2]1[CH:3]=[CH:4][C:5]([CH2:8][O:9][C:10]2[CH:15]=[CH:14][NH:13][C:12](=[O:16])[CH:11]=2)=[N:6][CH:7]=1.Br[C:18]1[CH:19]=[CH:20][C:21]([N:24]2[CH2:28][CH2:27][CH:26]([N:29]([CH3:33])[CH:30]([CH3:32])[CH3:31])[CH2:25]2)=[N:22][CH:23]=1.[C@@H]1(N)CCCC[C@H]1N.[Na+].[I-].C([O-])([O-])=O.[K+].[K+]. The catalyst is O1CCOCC1.[Cu]I. The product is [Cl:1][C:2]1[CH:3]=[CH:4][C:5]([CH2:8][O:9][C:10]2[CH:15]=[CH:14][N:13]([C:18]3[CH:23]=[N:22][C:21]([N:24]4[CH2:28][CH2:27][CH:26]([N:29]([CH3:33])[CH:30]([CH3:31])[CH3:32])[CH2:25]4)=[CH:20][CH:19]=3)[C:12](=[O:16])[CH:11]=2)=[N:6][CH:7]=1. The yield is 0.250. (3) The reactants are [CH:1]1([NH:7][C:8]([CH:10]2[CH2:15][CH2:14][N:13]([CH:16]([C:18]3[CH:23]=[CH:22][CH:21]=[C:20]([N+:24]([O-])=O)[CH:19]=3)[CH3:17])[CH2:12][CH2:11]2)=[O:9])[CH2:6][CH2:5][CH2:4][CH2:3][CH2:2]1. The catalyst is CO. The product is [CH:1]1([NH:7][C:8]([CH:10]2[CH2:11][CH2:12][N:13]([CH:16]([C:18]3[CH:23]=[CH:22][CH:21]=[C:20]([NH2:24])[CH:19]=3)[CH3:17])[CH2:14][CH2:15]2)=[O:9])[CH2:2][CH2:3][CH2:4][CH2:5][CH2:6]1. The yield is 0.990.